The task is: Predict the reactants needed to synthesize the given product.. This data is from Full USPTO retrosynthesis dataset with 1.9M reactions from patents (1976-2016). (1) The reactants are: C(N(C(C)C)CC)(C)C.C1C=CC2N(O)N=NC=2C=1.[Cl:20][CH2:21][CH2:22][CH2:23][CH:24]([C:28]1[CH:33]=[CH:32][C:31]([F:34])=[CH:30][CH:29]=1)[C:25]([OH:27])=O.[C:35]([O:39][C:40]([CH3:43])([CH3:42])[CH3:41])(=[O:38])[NH:36][NH2:37].Cl. Given the product [Cl:20][CH2:21][CH2:22][CH2:23][CH:24]([C:28]1[CH:33]=[CH:32][C:31]([F:34])=[CH:30][CH:29]=1)[C:25]([NH:37][NH:36][C:35]([O:39][C:40]([CH3:43])([CH3:42])[CH3:41])=[O:38])=[O:27], predict the reactants needed to synthesize it. (2) Given the product [Br:3][C:4]1[N:8]2[N:9]=[C:10]([N:23]3[CH2:24][CH2:25][CH2:26][CH:22]3[C:16]3[CH:17]=[C:18]([CH3:21])[CH:19]=[CH:20][C:15]=3[CH3:14])[CH:11]=[CH:12][C:7]2=[N:6][CH:5]=1, predict the reactants needed to synthesize it. The reactants are: [F-].[K+].[Br:3][C:4]1[N:8]2[N:9]=[C:10](Cl)[CH:11]=[CH:12][C:7]2=[N:6][CH:5]=1.[CH3:14][C:15]1[CH:20]=[CH:19][C:18]([CH3:21])=[CH:17][C:16]=1[CH:22]1[CH2:26][CH2:25][CH2:24][NH:23]1. (3) Given the product [Cl:2][C:3]1[N:8]=[C:7]([C:9](=[O:11])[CH3:10])[C:6]([F:14])=[CH:5][N:4]=1, predict the reactants needed to synthesize it. The reactants are: Cl.[Cl:2][C:3]1[N:8]=[C:7]([C:9]([O:11]CC)=[CH2:10])[C:6]([F:14])=[CH:5][N:4]=1. (4) Given the product [CH2:1]([O:3][C:4](=[O:39])[CH2:5][CH2:6][CH2:7][O:8][C:9]1[CH:14]=[CH:13][CH:12]=[C:11]([CH2:15][CH2:16][CH2:17][CH2:18][CH2:19][CH2:20][O:21][C:22]2[CH:23]=[C:24]([C:42]3[CH:43]=[CH:44][S:40][CH:41]=3)[CH:25]=[C:26]([O:28][CH2:29][CH3:30])[CH:27]=2)[C:10]=1[CH2:32][CH2:33][C:34]([O:36][CH2:37][CH3:38])=[O:35])[CH3:2], predict the reactants needed to synthesize it. The reactants are: [CH2:1]([O:3][C:4](=[O:39])[CH2:5][CH2:6][CH2:7][O:8][C:9]1[CH:14]=[CH:13][CH:12]=[C:11]([CH2:15][CH2:16][CH2:17][CH2:18][CH2:19][CH2:20][O:21][C:22]2[CH:27]=[C:26]([O:28][CH2:29][CH3:30])[CH:25]=[C:24](Br)[CH:23]=2)[C:10]=1[CH2:32][CH2:33][C:34]([O:36][CH2:37][CH3:38])=[O:35])[CH3:2].[S:40]1[CH:44]=[CH:43][C:42](B(O)O)=[CH:41]1.C(=O)([O-])[O-].[Cs+].[Cs+]. (5) Given the product [C:11]1([C@H:9]([NH:8][CH2:21][C@@H:22]2[C@@H:26]([C:27]3[CH:28]=[CH:29][CH:30]=[CH:31][CH:32]=3)[CH2:25][N:24]([C:33]([NH:35][C@H:36]3[CH2:41][CH2:40][C@H:39]([C:42]([OH:44])=[O:43])[CH2:38][CH2:37]3)=[O:34])[CH2:23]2)[CH3:10])[C:20]2[C:15](=[CH:16][CH:17]=[CH:18][CH:19]=2)[CH:14]=[CH:13][CH:12]=1, predict the reactants needed to synthesize it. The reactants are: C(OC([N:8]([CH2:21][C@@H:22]1[C@@H:26]([C:27]2[CH:32]=[CH:31][CH:30]=[CH:29][CH:28]=2)[CH2:25][N:24]([C:33]([NH:35][C@H:36]2[CH2:41][CH2:40][C@H:39]([C:42]([OH:44])=[O:43])[CH2:38][CH2:37]2)=[O:34])[CH2:23]1)[C@@H:9]([C:11]1[C:20]2[C:15](=[CH:16][CH:17]=[CH:18][CH:19]=2)[CH:14]=[CH:13][CH:12]=1)[CH3:10])=O)(C)(C)C.Cl.O1CCOCC1. (6) Given the product [NH:1]1[C:5]2[CH:6]=[CH:7][CH:8]=[CH:9][C:4]=2[N:3]=[C:2]1[C:10]([C:12]1[CH:37]=[CH:36][C:15]([O:16][C:17]2[C:18]([CH:23]3[CH2:28][CH2:27][NH:26][CH2:25][CH2:24]3)=[N:19][CH:20]=[CH:21][N:22]=2)=[CH:14][CH:13]=1)=[O:11], predict the reactants needed to synthesize it. The reactants are: [NH:1]1[C:5]2[CH:6]=[CH:7][CH:8]=[CH:9][C:4]=2[N:3]=[C:2]1[C:10]([C:12]1[CH:37]=[CH:36][C:15]([O:16][C:17]2[C:18]([CH:23]3[CH2:28][CH2:27][N:26](C(OC(C)(C)C)=O)[CH2:25][CH2:24]3)=[N:19][CH:20]=[CH:21][N:22]=2)=[CH:14][CH:13]=1)=[O:11].FC(F)(F)C(O)=O. (7) Given the product [Cl:23][C:24]1[CH:25]=[C:26]([CH:30]2[CH2:35][CH2:34][N:33]([C:2]3[C:3]([C:16]4[CH:21]=[CH:20][CH:19]=[CH:18][CH:17]=4)=[N:4][C:5]4[C:10]([N:11]=3)=[CH:9][C:8]([C:12]([O:14][CH3:15])=[O:13])=[CH:7][CH:6]=4)[CH2:32][CH2:31]2)[CH:27]=[CH:28][CH:29]=1, predict the reactants needed to synthesize it. The reactants are: Br[C:2]1[C:3]([C:16]2[CH:21]=[CH:20][CH:19]=[CH:18][CH:17]=2)=[N:4][C:5]2[C:10]([N:11]=1)=[CH:9][C:8]([C:12]([O:14][CH3:15])=[O:13])=[CH:7][CH:6]=2.Cl.[Cl:23][C:24]1[CH:25]=[C:26]([CH:30]2[CH2:35][CH2:34][NH:33][CH2:32][CH2:31]2)[CH:27]=[CH:28][CH:29]=1.CCN(C(C)C)C(C)C.